The task is: Predict the reactants needed to synthesize the given product.. This data is from Full USPTO retrosynthesis dataset with 1.9M reactions from patents (1976-2016). (1) Given the product [CH:1]12[CH2:10][CH:5]3[CH2:6][CH:7]([CH2:9][CH:3]([CH2:4]3)[C:2]1=[N:22][NH:21][C:20]([O:19][CH2:12][C:13]1[CH:18]=[CH:17][CH:16]=[CH:15][CH:14]=1)=[O:23])[CH2:8]2, predict the reactants needed to synthesize it. The reactants are: [CH:1]12[CH2:10][CH:5]3[CH2:6][CH:7]([CH2:9][CH:3]([CH2:4]3)[C:2]1=O)[CH2:8]2.[CH2:12]([O:19][C:20](=[O:23])[NH:21][NH2:22])[C:13]1[CH:18]=[CH:17][CH:16]=[CH:15][CH:14]=1. (2) The reactants are: [CH3:1][O:2][C:3](=[O:23])[C:4]1[CH:9]=[CH:8][C:7]([Cl:10])=[CH:6][C:5]=1[CH:11]=[C:12]1[C:20]2[C:15](=[CH:16][C:17]([Cl:21])=[CH:18][CH:19]=2)[NH:14][C:13]1=[O:22].[C:24]([O:28][C:29](O[C:29]([O:28][C:24]([CH3:27])([CH3:26])[CH3:25])=[O:30])=[O:30])([CH3:27])([CH3:26])[CH3:25]. Given the product [C:24]([O:28][C:29]([N:14]1[C:15]2[C:20](=[CH:19][CH:18]=[C:17]([Cl:21])[CH:16]=2)[C:12](=[CH:11][C:5]2[CH:6]=[C:7]([Cl:10])[CH:8]=[CH:9][C:4]=2[C:3]([O:2][CH3:1])=[O:23])[C:13]1=[O:22])=[O:30])([CH3:27])([CH3:26])[CH3:25], predict the reactants needed to synthesize it. (3) Given the product [Br:8][C:9]1[C:10]([O:5][CH2:4][CH2:3][O:2][CH3:1])=[N:11][CH:12]=[C:13]([N+:15]([O-:17])=[O:16])[CH:14]=1, predict the reactants needed to synthesize it. The reactants are: [CH3:1][O:2][CH2:3][CH2:4][OH:5].[H-].[Na+].[Br:8][C:9]1[C:10](Cl)=[N:11][CH:12]=[C:13]([N+:15]([O-:17])=[O:16])[CH:14]=1.